From a dataset of Forward reaction prediction with 1.9M reactions from USPTO patents (1976-2016). Predict the product of the given reaction. (1) Given the reactants [CH3:1][C:2]1[CH:7]=[CH:6][CH:5]=[CH:4][C:3]=1[NH:8][C:9]1[C:10]2[C:20](=[O:21])[NH:19][CH:18]=[CH:17][C:11]=2[N:12]=[C:13](SC)[N:14]=1.C1C=C(Cl)C=C(C(OO)=O)C=1.[NH2:33][CH2:34][CH2:35][CH2:36][NH:37]C(=O)OC(C)(C)C.C(O)(C(F)(F)F)=O, predict the reaction product. The product is: [NH2:33][CH2:34][CH2:35][CH2:36][NH:37][C:13]1[N:14]=[C:9]([NH:8][C:3]2[CH:4]=[CH:5][CH:6]=[CH:7][C:2]=2[CH3:1])[C:10]2[C:20](=[O:21])[NH:19][CH:18]=[CH:17][C:11]=2[N:12]=1. (2) Given the reactants C([Li])CCC.CCCCCC.[CH3:12][O:13][C:14]1[CH:19]=[CH:18][CH:17]=[C:16]([CH3:20])[N:15]=1.[CH2:21]=[O:22].[Na+].[Cl-], predict the reaction product. The product is: [CH3:12][O:13][C:14]1[N:15]=[C:16]([CH2:20][CH2:21][OH:22])[CH:17]=[CH:18][CH:19]=1. (3) Given the reactants [O:1]1[CH2:6][CH2:5][CH:4]([NH:7][C:8]2[CH:9]=[CH:10][CH:11]=[C:12]3[C:16]=2[NH:15][C:14]([C:17]2[S:18][CH2:19][C@@H:20]([CH2:22][O:23]C(=O)C(C)(C)C)[N:21]=2)=[CH:13]3)[CH2:3][CH2:2]1.O1CCCC1.O.[OH-].[Na+], predict the reaction product. The product is: [O:1]1[CH2:2][CH2:3][CH:4]([NH:7][C:8]2[CH:9]=[CH:10][CH:11]=[C:12]3[C:16]=2[NH:15][C:14]([C:17]2[S:18][CH2:19][C@@H:20]([CH2:22][OH:23])[N:21]=2)=[CH:13]3)[CH2:5][CH2:6]1. (4) Given the reactants C[O:2][C:3](=[O:34])[CH2:4][C@H:5]1[C:9]2[CH:10]=[CH:11][C:12]([O:14][C@H:15]3[C:23]4[C:18](=[C:19](B5OC(C)(C)C(C)(C)O5)[CH:20]=[CH:21][C:22]=4[F:24])[CH2:17][CH2:16]3)=[CH:13][C:8]=2[O:7][CH2:6]1.Br[C:36]1[C:41]([CH3:42])=[CH:40][C:39]([C:43]2[CH:48]=[CH:47][N:46]=[C:45]([CH3:49])[CH:44]=2)=[CH:38][C:37]=1[CH3:50].BrC1C=CC(F)=C2C=1CC[C@H]2OC1C=CC2[C@H](CC(OC)=O)COC=2C=1, predict the reaction product. The product is: [CH3:50][C:37]1[CH:38]=[C:39]([C:43]2[CH:48]=[CH:47][N:46]=[C:45]([CH3:49])[CH:44]=2)[CH:40]=[C:41]([CH3:42])[C:36]=1[C:19]1[CH:20]=[CH:21][C:22]([F:24])=[C:23]2[C:18]=1[CH2:17][CH2:16][C@H:15]2[O:14][C:12]1[CH:11]=[CH:10][C:9]2[C@H:5]([CH2:4][C:3]([OH:34])=[O:2])[CH2:6][O:7][C:8]=2[CH:13]=1. (5) Given the reactants [C:1]([O:5][C:6](=[O:21])[NH:7][C:8]1[CH:13]=[CH:12][CH:11]=[C:10]([CH2:14][CH:15]2[CH:19]([OH:20])[CH2:18][NH:17][CH2:16]2)[N:9]=1)([CH3:4])([CH3:3])[CH3:2].[C:22]([O-:25])([O-])=[O:23].[K+].[K+], predict the reaction product. The product is: [C:1]([O:5][C:6](=[O:21])[NH:7][C:8]1[CH:13]=[CH:12][CH:11]=[C:10]([CH2:14][CH:15]2[CH:19]([OH:20])[CH2:18][N:17]([CH2:13][CH2:8][NH:7][C:22]([O:25][C:1]([CH3:4])([CH3:3])[CH3:2])=[O:23])[CH2:16]2)[N:9]=1)([CH3:4])([CH3:2])[CH3:3].